From a dataset of CYP1A2 inhibition data for predicting drug metabolism from PubChem BioAssay. Regression/Classification. Given a drug SMILES string, predict its absorption, distribution, metabolism, or excretion properties. Task type varies by dataset: regression for continuous measurements (e.g., permeability, clearance, half-life) or binary classification for categorical outcomes (e.g., BBB penetration, CYP inhibition). Dataset: cyp1a2_veith. (1) The drug is Cc1ccc(NC(=O)NNS(=O)(=O)c2ccc(Br)cc2)cc1. The result is 0 (non-inhibitor). (2) The compound is FC(F)(F)c1cc(Oc2ccc(Cl)cc2)nc(-c2ccccn2)n1. The result is 1 (inhibitor).